From a dataset of Forward reaction prediction with 1.9M reactions from USPTO patents (1976-2016). Predict the product of the given reaction. (1) Given the reactants [CH2:1]([N:3]1[C:12]2[C:7](=[CH:8][C:9]([NH:13][CH:14]3[CH2:22][C:21]4[C:16](=[CH:17][CH:18]=[CH:19][CH:20]=4)[CH2:15]3)=[CH:10][N:11]=2)[C:6](=[O:23])[C:5]([C:24]([O:26]CC)=[O:25])=[CH:4]1)[CH3:2].[OH-].[Na+].C(O)(=O)CC(CC(O)=O)(C(O)=O)O, predict the reaction product. The product is: [CH2:1]([N:3]1[C:12]2[C:7](=[CH:8][C:9]([NH:13][CH:14]3[CH2:15][C:16]4[C:21](=[CH:20][CH:19]=[CH:18][CH:17]=4)[CH2:22]3)=[CH:10][N:11]=2)[C:6](=[O:23])[C:5]([C:24]([OH:26])=[O:25])=[CH:4]1)[CH3:2]. (2) Given the reactants C(OC([N:11]1[C@H:20]([C:21](O)=O)[CH2:19][C:18]2[C:13](=[CH:14][CH:15]=[CH:16][CH:17]=2)[CH2:12]1)=O)C1C=CC=CC=1.C(OC([N:34]1[C@@H:43]([C:44]([OH:46])=O)CC2[C:36](=CC=CC=2)[CH2:35]1)=O)C1C=CC=CC=1, predict the reaction product. The product is: [N:34]1([CH2:21][C@H:20]2[CH2:19][C:18]3[C:13](=[CH:14][CH:15]=[CH:16][CH:17]=3)[CH2:12][NH:11]2)[CH2:35][CH2:36][O:46][CH2:44][CH2:43]1. (3) Given the reactants C([O:3][C:4](=[O:26])[C:5]1[CH:10]=[C:9]([O:11][CH2:12][CH3:13])[C:8]([Br:14])=[C:7]([O:15][CH2:16][CH2:17][C:18]2[CH:23]=[CH:22][C:21]([Cl:24])=[CH:20][C:19]=2[Cl:25])[CH:6]=1)C.O.[OH-].[Na+].Cl, predict the reaction product. The product is: [Br:14][C:8]1[C:9]([O:11][CH2:12][CH3:13])=[CH:10][C:5]([C:4]([OH:26])=[O:3])=[CH:6][C:7]=1[O:15][CH2:16][CH2:17][C:18]1[CH:23]=[CH:22][C:21]([Cl:24])=[CH:20][C:19]=1[Cl:25].